This data is from Reaction yield outcomes from USPTO patents with 853,638 reactions. The task is: Predict the reaction yield, written as a fraction of the theoretical maximum amount of product (1.0 means a 100% yield; for example, 0.34 means a 34% yield). (1) The reactants are [N+:1]([C:4]1[CH:23]=[CH:22][C:7]([O:8][C:9](NC2C=C(C=CN=2)C(OC)=O)=[O:10])=[CH:6][CH:5]=1)([O-:3])=[O:2].NC1C=C(C(OC)=O)C=CN=1.[NH2:35][C:36]1[S:37][C:38]([C:42]([O:44][CH2:45][CH3:46])=[O:43])=[C:39]([CH3:41])[N:40]=1. No catalyst specified. The product is [CH3:41][C:39]1[N:40]=[C:36]([NH:35][C:9]([O:8][C:7]2[CH:6]=[CH:5][C:4]([N+:1]([O-:3])=[O:2])=[CH:23][CH:22]=2)=[O:10])[S:37][C:38]=1[C:42]([O:44][CH2:45][CH3:46])=[O:43]. The yield is 0.780. (2) The reactants are Cl[CH2:2][CH:3]1[CH2:8][CH2:7][O:6][CH2:5][CH2:4]1.[Br:9][C:10]1[CH:11]=[CH:12][C:13]2[O:17][C:16](=[O:18])[NH:15][C:14]=2[CH:19]=1.C(=O)([O-])[O-].[Cs+].[Cs+]. The catalyst is CN(C=O)C. The product is [Br:9][C:10]1[CH:11]=[CH:12][C:13]2[O:17][C:16](=[O:18])[N:15]([CH2:2][CH:3]3[CH2:8][CH2:7][O:6][CH2:5][CH2:4]3)[C:14]=2[CH:19]=1. The yield is 0.730.